From a dataset of Catalyst prediction with 721,799 reactions and 888 catalyst types from USPTO. Predict which catalyst facilitates the given reaction. (1) Reactant: [NH2:1][C:2]1[CH:7]=[CH:6][C:5]([C:8]([F:11])([F:10])[F:9])=[CH:4][C:3]=1[C:12]([C:14]1[CH:19]=[CH:18][CH:17]=[CH:16][CH:15]=1)=O.[NH:20]1[C:24]([CH2:25][C:26](O)=[O:27])=[N:23][N:22]=[N:21]1.CCCP1(OP(CCC)(=O)OP(CCC)(=O)O1)=O.O. Product: [C:14]1([C:12]2[C:3]3[C:2](=[CH:7][CH:6]=[C:5]([C:8]([F:11])([F:10])[F:9])[CH:4]=3)[NH:1][C:26](=[O:27])[C:25]=2[C:24]2[NH:23][N:22]=[N:21][N:20]=2)[CH:19]=[CH:18][CH:17]=[CH:16][CH:15]=1. The catalyst class is: 13. (2) Reactant: [CH3:1][O:2][C:3]1[CH:4]=[C:5]([CH:13]=[CH:14][C:15]=1[N+:16]([O-:18])=[O:17])[CH2:6][CH:7]=[CH:8][CH2:9][PH:10](=[O:12])[OH:11].I[CH2:20][CH3:21].C(=O)([O-])[O-].[K+].[K+]. Product: [CH3:1][O:2][C:3]1[CH:4]=[C:5]([CH:13]=[CH:14][C:15]=1[N+:16]([O-:18])=[O:17])[CH2:6][CH:7]=[CH:8][CH2:9][PH:10](=[O:11])[O:12][CH2:20][CH3:21]. The catalyst class is: 3. (3) Reactant: [Cl:1][C:2]1[CH:7]=[CH:6][C:5]([CH2:8][C@H:9]([NH:13][C:14](=[O:20])[O:15][C:16]([CH3:19])([CH3:18])[CH3:17])[CH2:10][CH2:11][OH:12])=[CH:4][CH:3]=1.[CH3:21][S:22](Cl)(=[O:24])=[O:23]. Product: [CH3:21][S:22]([O:12][CH2:11][CH2:10][C@@H:9]([NH:13][C:14]([O:15][C:16]([CH3:17])([CH3:19])[CH3:18])=[O:20])[CH2:8][C:5]1[CH:6]=[CH:7][C:2]([Cl:1])=[CH:3][CH:4]=1)(=[O:24])=[O:23]. The catalyst class is: 2. (4) Reactant: [Cl:1][CH2:2][CH2:3][CH2:4][O:5][C:6]1[CH:11]=[CH:10][C:9]([C:12]2[S:13][C:14]3[CH2:19][CH2:18][CH:17]([C:20]([O:22]CC)=[O:21])[C:15]=3[N:16]=2)=[CH:8][CH:7]=1.[OH-].[Na+]. Product: [Cl:1][CH2:2][CH2:3][CH2:4][O:5][C:6]1[CH:7]=[CH:8][C:9]([C:12]2[S:13][C:14]3[CH2:19][CH2:18][CH:17]([C:20]([OH:22])=[O:21])[C:15]=3[N:16]=2)=[CH:10][CH:11]=1. The catalyst class is: 5. (5) Reactant: [CH2:1]([C@H:8]([CH2:13][C:14]([O:16][C:17]([CH3:20])([CH3:19])[CH3:18])=[O:15])[C:9]([O:11]C)=[O:10])[C:2]1[CH:7]=[CH:6][CH:5]=[CH:4][CH:3]=1.[OH-].[Li+].C1CCCCC1.CCOC(C)=O.Cl. Product: [CH2:1]([C@H:8]([CH2:13][C:14]([O:16][C:17]([CH3:20])([CH3:19])[CH3:18])=[O:15])[C:9]([OH:11])=[O:10])[C:2]1[CH:7]=[CH:6][CH:5]=[CH:4][CH:3]=1. The catalyst class is: 20. (6) Reactant: [OH:1][C:2]1[C:6]([C:7]([O:9][CH2:10][CH3:11])=[O:8])=[CH:5][N:4]([C:12]([O:14][C:15]([CH3:18])([CH3:17])[CH3:16])=[O:13])[N:3]=1.[CH3:19][O:20][CH2:21]Cl.C(N(CC)C(C)C)(C)C.C(=O)([O-])O.[Na+]. Product: [CH3:19][O:20][CH2:21][O:1][C:2]1[C:6]([C:7]([O:9][CH2:10][CH3:11])=[O:8])=[CH:5][N:4]([C:12]([O:14][C:15]([CH3:17])([CH3:16])[CH3:18])=[O:13])[N:3]=1. The catalyst class is: 7. (7) The catalyst class is: 16. Reactant: [F:1][C:2]1[C:7]([O:8][CH2:9][O:10][CH3:11])=[CH:6][N:5]=[C:4]([CH2:12][OH:13])[CH:3]=1.C(N(CC)CC)C.O. Product: [F:1][C:2]1[C:7]([O:8][CH2:9][O:10][CH3:11])=[CH:6][N:5]=[C:4]([CH:12]=[O:13])[CH:3]=1. (8) Reactant: S(=O)(=O)(O)[OH:2].[CH:6]1([C:9]2[CH:14]=[CH:13][C:12]([C:15]#[C:16][CH2:17][CH2:18][OH:19])=[CH:11][CH:10]=2)[CH2:8][CH2:7]1. Product: [CH:6]1([C:9]2[CH:10]=[CH:11][C:12]([C:15](=[O:2])[CH2:16][CH2:17][CH2:18][OH:19])=[CH:13][CH:14]=2)[CH2:8][CH2:7]1. The catalyst class is: 5. (9) Reactant: [C:1]([O:5][C:6]([N:8]1[CH2:12][C@@H:11]([CH2:13][NH:14][CH3:15])[C@H:10]([CH2:16][CH:17]2[CH2:22][CH2:21][CH2:20][CH2:19][CH2:18]2)[CH2:9]1)=[O:7])([CH3:4])([CH3:3])[CH3:2].C1N(P(Cl)(N2C(=O)OCC2)=O)C(=O)OC1.CCN(CC)CC.[O:45]=[C:46]1[CH2:55][CH:54]([C:56]([OH:58])=O)[C:53]2[C:48](=[CH:49][CH:50]=[CH:51][CH:52]=2)[NH:47]1. Product: [C:1]([O:5][C:6]([N:8]1[CH2:12][C@@H:11]([CH2:13][N:14]([CH3:15])[C:56]([CH:54]2[C:53]3[C:48](=[CH:49][CH:50]=[CH:51][CH:52]=3)[NH:47][C:46](=[O:45])[CH2:55]2)=[O:58])[C@H:10]([CH2:16][CH:17]2[CH2:18][CH2:19][CH2:20][CH2:21][CH2:22]2)[CH2:9]1)=[O:7])([CH3:4])([CH3:2])[CH3:3]. The catalyst class is: 2. (10) Reactant: [CH2:1]([O:8][C:9](=[O:34])[NH:10][C@H:11]1[CH2:16][CH2:15][C@H:14]([O:17][CH2:18][C:19]([C:27]2[CH:32]=[CH:31][CH:30]=[CH:29][C:28]=2[F:33])=CC2C=CC=CC=2)[CH2:13][CH2:12]1)[C:2]1[CH:7]=[CH:6][CH:5]=[CH:4][CH:3]=1.[O:35]=[O+][O-]. Product: [F:33][C:28]1[CH:29]=[CH:30][CH:31]=[CH:32][C:27]=1[CH:19]([OH:35])[CH2:18][O:17][C@H:14]1[CH2:15][CH2:16][C@H:11]([NH:10][C:9](=[O:34])[O:8][CH2:1][C:2]2[CH:7]=[CH:6][CH:5]=[CH:4][CH:3]=2)[CH2:12][CH2:13]1. The catalyst class is: 98.